Dataset: Full USPTO retrosynthesis dataset with 1.9M reactions from patents (1976-2016). Task: Predict the reactants needed to synthesize the given product. (1) Given the product [Br:29][C:30]1[C:35]([CH2:36][CH3:37])=[C:34]([C:9]2[CH:10]=[C:11]([N:15]3[CH2:16][CH2:17][N:18]([C:21]([O:23][C:24]([CH3:27])([CH3:26])[CH3:25])=[O:22])[CH2:19][CH2:20]3)[CH:12]=[CH:13][CH:14]=2)[CH:33]=[N:32][C:31]=1[NH:39][C:40]([O:41][C:42]([CH3:45])([CH3:44])[CH3:43])=[O:46], predict the reactants needed to synthesize it. The reactants are: CC1(C)C(C)(C)OB([C:9]2[CH:10]=[C:11]([N:15]3[CH2:20][CH2:19][N:18]([C:21]([O:23][C:24]([CH3:27])([CH3:26])[CH3:25])=[O:22])[CH2:17][CH2:16]3)[CH:12]=[CH:13][CH:14]=2)O1.[Br:29][C:30]1[C:31]([NH:39][C:40](=[O:46])[O:41][C:42]([CH3:45])([CH3:44])[CH3:43])=[N:32][CH:33]=[C:34](Br)[C:35]=1[CH2:36][CH3:37].C([O-])([O-])=O.[K+].[K+]. (2) The reactants are: [C:1]([OH:8])(=O)[CH2:2][CH2:3][CH2:4][CH:5]=[CH2:6].[CH2:9]([O:12][C@H:13]1[C:21]2[C:16](=[CH:17][C:18]([O:22][CH3:23])=[CH:19][CH:20]=2)[C@@H:15]([NH:24][CH2:25][C@@H:26]([OH:38])[C@@H:27]([NH2:37])[CH2:28][C:29]2[CH:34]=[C:33]([Cl:35])[CH:32]=[C:31]([Cl:36])[CH:30]=2)[CH2:14]1)[CH:10]=[CH2:11]. Given the product [CH2:9]([O:12][C@H:13]1[C:21]2[C:16](=[CH:17][C:18]([O:22][CH3:23])=[CH:19][CH:20]=2)[C@@H:15]([NH:24][CH2:25][C@@H:26]([OH:38])[C@@H:27]([NH:37][C:1](=[O:8])[CH2:2][CH2:3][CH2:4][CH:5]=[CH2:6])[CH2:28][C:29]2[CH:30]=[C:31]([Cl:36])[CH:32]=[C:33]([Cl:35])[CH:34]=2)[CH2:14]1)[CH:10]=[CH2:11], predict the reactants needed to synthesize it. (3) Given the product [CH3:1][O:2][C:3](=[O:15])[C:4]1[CH:9]=[C:8]([CH2:10][N:27]2[CH2:28][CH2:29][N:24]([CH3:23])[CH2:25][CH2:26]2)[CH:7]=[CH:6][C:5]=1[N+:12]([O-:14])=[O:13], predict the reactants needed to synthesize it. The reactants are: [CH3:1][O:2][C:3](=[O:15])[C:4]1[CH:9]=[C:8]([CH2:10]Br)[CH:7]=[CH:6][C:5]=1[N+:12]([O-:14])=[O:13].C(N(CC)CC)C.[CH3:23][N:24]1[CH2:29][CH2:28][NH:27][CH2:26][CH2:25]1. (4) The reactants are: Cl[C:2]1[CH:7]=[CH:6][N:5]=[C:4]([CH3:8])[CH:3]=1.[OH:9][C:10]1[CH:17]=[CH:16][C:13]([C:14]#[N:15])=[CH:12][C:11]=1[CH3:18].[OH-].[Na+]. Given the product [CH3:18][C:11]1[CH:12]=[C:13]([CH:16]=[CH:17][C:10]=1[O:9][C:2]1[CH:7]=[CH:6][N:5]=[C:4]([CH3:8])[CH:3]=1)[C:14]#[N:15], predict the reactants needed to synthesize it. (5) Given the product [C:35]([O:23][CH2:22][N:21]1[C:20]2[CH:24]=[CH:25][CH:26]=[CH:27][C:19]=2[N:18]=[C:17]1[S:15]([CH2:14][C:3]1[C:2]([CH3:1])=[C:7]([O:8][CH2:9][C:10]([F:12])([F:11])[F:13])[CH:6]=[CH:5][N:4]=1)=[O:16])(=[O:42])[C:36]1[CH:41]=[CH:40][CH:39]=[CH:38][CH:37]=1, predict the reactants needed to synthesize it. The reactants are: [CH3:1][C:2]1[C:3]([CH2:14][S:15]([C:17]2[N:21]([CH2:22][OH:23])[C:20]3[CH:24]=[CH:25][CH:26]=[CH:27][C:19]=3[N:18]=2)=[O:16])=[N:4][CH:5]=[CH:6][C:7]=1[O:8][CH2:9][C:10]([F:13])([F:12])[F:11].C(N(CC)CC)C.[C:35](Cl)(=[O:42])[C:36]1[CH:41]=[CH:40][CH:39]=[CH:38][CH:37]=1.C(OCC)(=O)C. (6) Given the product [NH2:6][C:7]1[CH:12]=[CH:11][C:10]([C@@H:13]2[CH2:15][C@H:14]2[N:16]([CH2:17][CH:18]2[CH2:20][CH2:19]2)[C:21](=[O:22])[O:23][C:24]([CH3:27])([CH3:26])[CH3:25])=[CH:9][CH:8]=1, predict the reactants needed to synthesize it. The reactants are: ClC(Cl)(Cl)COC(=O)[NH:6][C:7]1[CH:12]=[CH:11][C:10]([C@@H:13]2[CH2:15][C@H:14]2[N:16]([C:21]([O:23][C:24]([CH3:27])([CH3:26])[CH3:25])=[O:22])[CH2:17][CH:18]2[CH2:20][CH2:19]2)=[CH:9][CH:8]=1.C(O)(=O)C.[OH-].[Na+].C(OCC)(=O)C. (7) Given the product [N:25]1[C:26]2[NH:27][CH2:28][CH2:29][CH2:30][C:31]=2[CH:32]=[CH:33][C:24]=1[CH2:23][CH2:22][CH2:21][O:20][C:17]1[CH:16]=[CH:15][C:14]([CH2:13][C@@H:12]([C:34]([O:36][CH2:37][CH3:38])=[O:35])[NH2:11])=[CH:19][CH:18]=1, predict the reactants needed to synthesize it. The reactants are: C1(COC([NH:11][C@H:12]([C:34]([O:36][CH2:37][CH3:38])=[O:35])[CH2:13][C:14]2[CH:19]=[CH:18][C:17]([O:20][CH2:21][CH2:22][CH2:23][C:24]3[CH:33]=[CH:32][C:31]4[C:26](=[N:27][CH:28]=[CH:29][CH:30]=4)[N:25]=3)=[CH:16][CH:15]=2)=O)C=CC=CC=1.